This data is from NCI-60 drug combinations with 297,098 pairs across 59 cell lines. The task is: Regression. Given two drug SMILES strings and cell line genomic features, predict the synergy score measuring deviation from expected non-interaction effect. Drug 1: CS(=O)(=O)OCCCCOS(=O)(=O)C. Drug 2: CC(C)NC(=O)C1=CC=C(C=C1)CNNC.Cl. Cell line: A498. Synergy scores: CSS=3.10, Synergy_ZIP=-1.62, Synergy_Bliss=-1.34, Synergy_Loewe=-1.10, Synergy_HSA=-0.463.